Predict the reactants needed to synthesize the given product. From a dataset of Full USPTO retrosynthesis dataset with 1.9M reactions from patents (1976-2016). (1) The reactants are: [CH3:1][Si:2]([CH3:19])([CH3:18])[C:3]1[CH:4]=[C:5]([CH2:9][C:10]([P:12](=[O:17])([O:15][CH3:16])[O:13][CH3:14])=[O:11])[CH:6]=[CH:7][CH:8]=1.[CH3:20][O:21][P:22]([O-:25])[O:23][CH3:24].C(NCCCC)CCC.CCCCCC. Given the product [CH3:19][Si:2]([CH3:1])([CH3:18])[C:3]1[CH:4]=[C:5]([CH2:9][C:10]([OH:11])([P:22](=[O:25])([O:23][CH3:24])[O:21][CH3:20])[P:12](=[O:17])([O:15][CH3:16])[O:13][CH3:14])[CH:6]=[CH:7][CH:8]=1, predict the reactants needed to synthesize it. (2) Given the product [Br:1][C:2]1[N:3]=[C:4]([C:14]2[O:19][C:23](=[O:24])[C:22]3[CH:26]=[C:27]([Br:31])[CH:28]=[C:29]([Br:30])[C:21]=3[N:20]=2)[N:5]([C:7]2[C:12]([Cl:13])=[CH:11][CH:10]=[CH:9][N:8]=2)[CH:6]=1, predict the reactants needed to synthesize it. The reactants are: [Br:1][C:2]1[N:3]=[C:4]([C:14](=[O:19])C(Cl)(Cl)Cl)[N:5]([C:7]2[C:12]([Cl:13])=[CH:11][CH:10]=[CH:9][N:8]=2)[CH:6]=1.[NH2:20][C:21]1[C:29]([Br:30])=[CH:28][C:27]([Br:31])=[CH:26][C:22]=1[C:23](O)=[O:24].C(N(CC)CC)C.CS(Cl)(=O)=O. (3) Given the product [Br:15][C:16]1[CH:21]=[CH:20][C:19]([C@H:22]([N:24]2[CH2:25][CH2:26][N:27]([C:2]3[CH:3]=[CH:4][C:5]4[N:6]([C:8]([C:11]([F:14])([F:13])[F:12])=[N:9][N:10]=4)[N:7]=3)[CH2:28][CH2:29]2)[CH3:23])=[CH:18][CH:17]=1, predict the reactants needed to synthesize it. The reactants are: Cl[C:2]1[CH:3]=[CH:4][C:5]2[N:6]([C:8]([C:11]([F:14])([F:13])[F:12])=[N:9][N:10]=2)[N:7]=1.[Br:15][C:16]1[CH:21]=[CH:20][C:19]([C@H:22]([N:24]2[CH2:29][CH2:28][NH:27][CH2:26][CH2:25]2)[CH3:23])=[CH:18][CH:17]=1.CCN(C(C)C)C(C)C. (4) The reactants are: [NH2:1][C:2]1[CH:7]=[CH:6][CH:5]=[CH:4][C:3]=1[NH:8][C:9]([NH:11][C:12]1[CH:17]=[CH:16][C:15]([Cl:18])=[CH:14][CH:13]=1)=[O:10].C(N(CC)CC)C.[Cl:26][C:27]1[CH:32]=[CH:31][C:30]([S:33](Cl)(=[O:35])=[O:34])=[CH:29][CH:28]=1. Given the product [Cl:26][C:27]1[CH:32]=[CH:31][C:30]([S:33]([NH:1][C:2]2[CH:7]=[CH:6][CH:5]=[CH:4][C:3]=2[NH:8][C:9]([NH:11][C:12]2[CH:17]=[CH:16][C:15]([Cl:18])=[CH:14][CH:13]=2)=[O:10])(=[O:35])=[O:34])=[CH:29][CH:28]=1, predict the reactants needed to synthesize it. (5) The reactants are: [C:1]([O-:20])(=[O:19])[CH2:2][CH2:3][CH2:4][CH2:5][CH2:6][CH2:7][CH2:8][CH2:9][CH2:10][CH2:11][CH2:12][CH2:13][CH2:14][CH2:15][CH2:16][CH2:17][CH3:18].[NH2:21][CH2:22][C:23]1[CH:51]=[CH:50][C:26]2[N:27]([CH2:45][CH2:46][CH:47]([CH3:49])[CH3:48])[C:28]([CH2:30][N:31]3[C:40]4[C:35](=[CH:36][CH:37]=[CH:38][CH:39]=4)[CH2:34][N:33]([CH:41]4[CH2:43][CH2:42]4)[C:32]3=[O:44])=[N:29][C:25]=2[CH:24]=1. Given the product [C:1]([OH:20])(=[O:19])[CH2:2][CH2:3][CH2:4][CH2:5][CH2:6][CH2:7][CH2:8][CH2:9][CH2:10][CH2:11][CH2:12][CH2:13][CH2:14][CH2:15][CH2:16][CH2:17][CH3:18].[NH2:21][CH2:22][C:23]1[CH:51]=[CH:50][C:26]2[N:27]([CH2:45][CH2:46][CH:47]([CH3:48])[CH3:49])[C:28]([CH2:30][N:31]3[C:40]4[C:35](=[CH:36][CH:37]=[CH:38][CH:39]=4)[CH2:34][N:33]([CH:41]4[CH2:42][CH2:43]4)[C:32]3=[O:44])=[N:29][C:25]=2[CH:24]=1, predict the reactants needed to synthesize it. (6) The reactants are: [F:1][C:2]1[C:10]2[S:9][C:8]([C:11]([O:13]C)=[O:12])=[CH:7][C:6]=2[C:5]([O:15][CH3:16])=[CH:4][CH:3]=1.[OH-].[Na+].CO. Given the product [F:1][C:2]1[C:10]2[S:9][C:8]([C:11]([OH:13])=[O:12])=[CH:7][C:6]=2[C:5]([O:15][CH3:16])=[CH:4][CH:3]=1, predict the reactants needed to synthesize it. (7) Given the product [N:11]1([C:18]([O:20][C:21]([CH3:24])([CH3:23])[CH3:22])=[O:19])[C@H:12]2[C@H:17]([CH2:16][CH2:15][CH2:14][CH2:13]2)[NH:8][CH2:9][CH2:10]1, predict the reactants needed to synthesize it. The reactants are: C([N:8]1[C@@H:17]2[C@@H:12]([CH2:13][CH2:14][CH2:15][CH2:16]2)[N:11]([C:18]([O:20][C:21]([CH3:24])([CH3:23])[CH3:22])=[O:19])[CH2:10][CH2:9]1)C1C=CC=CC=1.[H][H]. (8) Given the product [Cl:25][C:24]1[C:19]([NH:1][CH2:2][CH2:3][C:4]2[CH:9]=[CH:8][C:7]([OH:10])=[CH:6][CH:5]=2)=[N:20][CH:21]=[N:22][C:23]=1[CH3:26], predict the reactants needed to synthesize it. The reactants are: [NH2:1][CH2:2][CH2:3][C:4]1[CH:9]=[CH:8][C:7]([OH:10])=[CH:6][CH:5]=1.C(N(CC)CC)C.Cl[C:19]1[C:24]([Cl:25])=[C:23]([CH3:26])[N:22]=[CH:21][N:20]=1. (9) Given the product [Cl:1][C:2]1[N:6]([C:7]2[CH:12]=[CH:11][CH:10]=[CH:9][C:8]=2[Cl:15])[N:5]=[CH:4][N:3]=1, predict the reactants needed to synthesize it. The reactants are: [Cl:1][C:2]1[N:6]([C:7]2[CH:12]=[CH:11][C:10](F)=[CH:9][C:8]=2F)[N:5]=[CH:4][N:3]=1.[Cl:15]C1C=CC=CC=1N1C=NC=N1.C([Li])CCC.ClC(Cl)(Cl)C(Cl)(Cl)Cl. (10) Given the product [Br:1][C:2]1[CH:3]=[C:4]([S:9]([NH:12][C:13]2[C:18]([O:19][CH3:20])=[CH:17][C:16]([Cl:21])=[CH:15][N:14]=2)(=[O:11])=[O:10])[CH:5]=[N:6][C:7]=1[N:23]([CH3:24])[CH3:22], predict the reactants needed to synthesize it. The reactants are: [Br:1][C:2]1[CH:3]=[C:4]([S:9]([NH:12][C:13]2[C:18]([O:19][CH3:20])=[CH:17][C:16]([Cl:21])=[CH:15][N:14]=2)(=[O:11])=[O:10])[CH:5]=[N:6][C:7]=1Cl.[CH3:22][NH:23][CH3:24].